This data is from Reaction yield outcomes from USPTO patents with 853,638 reactions. The task is: Predict the reaction yield, written as a fraction of the theoretical maximum amount of product (1.0 means a 100% yield; for example, 0.34 means a 34% yield). (1) The reactants are [CH3:1][C:2]1[CH:7]=[CH:6][C:5]([S:8]([O:11][CH2:12][CH:13]([O:16][C:17]2[C:22]([CH:23]=[CH2:24])=[CH:21][CH:20]=[CH:19][C:18]=2[O:25][CH3:26])C=C)(=[O:10])=[O:9])=[CH:4][CH:3]=1. The catalyst is ClCCl.C1CCC(P(C2CCCCC2)C2CCCCC2)CC1.C1CCC(P(C2CCCCC2)C2CCCCC2)CC1.C1C=CC(C=[Ru](Cl)Cl)=CC=1. The product is [CH3:26][O:25][C:18]1[C:17]2[O:16][CH:13]([CH2:12][OH:11])[CH:24]=[CH:23][C:22]=2[CH:21]=[CH:20][CH:19]=1.[CH3:1][C:2]1[CH:3]=[CH:4][C:5]([S:8]([O-:11])(=[O:10])=[O:9])=[CH:6][CH:7]=1. The yield is 0.980. (2) The reactants are [CH2:1]([O:3][CH2:4][CH2:5][N:6]1[CH:10]=[C:9](I)[CH:8]=[N:7]1)[CH3:2].C([Mg]Cl)(C)C.C(O[B:21]1[O:25][C:24]([CH3:27])([CH3:26])[C:23]([CH3:29])([CH3:28])[O:22]1)(C)C. The catalyst is C1COCC1. The product is [CH2:1]([O:3][CH2:4][CH2:5][N:6]1[CH:10]=[C:9]([B:21]2[O:25][C:24]([CH3:27])([CH3:26])[C:23]([CH3:29])([CH3:28])[O:22]2)[CH:8]=[N:7]1)[CH3:2]. The yield is 0.851. (3) The reactants are [CH3:1][N:2]([CH3:17])[C:3]([C:5]1[CH:15]=[C:14]([OH:16])[C:8]2[N:9]=[C:10]([CH3:13])[N:11]([CH3:12])[C:7]=2[CH:6]=1)=[O:4].[CH3:18][N+:19]([CH3:21])=[CH2:20].[I-].C(=O)(O)[O-].[Na+]. The catalyst is ClCCl. The product is [CH3:17][N:2]([CH3:1])[C:3]([C:5]1[C:15]([CH2:18][N:19]([CH3:21])[CH3:20])=[C:14]([OH:16])[C:8]2[N:9]=[C:10]([CH3:13])[N:11]([CH3:12])[C:7]=2[CH:6]=1)=[O:4]. The yield is 0.820. (4) The reactants are [CH3:1][C:2]1[N:7]=[C:6]([C:8]2[NH:12][C:11]([CH2:13][C:14]3[CH:15]=[C:16]([CH:20]=[CH:21][CH:22]=3)[C:17]([OH:19])=[O:18])=[N:10][C:9]=2[C:23]2[CH:24]=[C:25]3[C:30](=[CH:31][CH:32]=2)[N:29]=[CH:28][CH:27]=[CH:26]3)[CH:5]=[CH:4][CH:3]=1.OS(O)(=O)=O.[CH3:38]O. No catalyst specified. The product is [CH3:1][C:2]1[N:7]=[C:6]([C:8]2[NH:12][C:11]([CH2:13][C:14]3[CH:15]=[C:16]([CH:20]=[CH:21][CH:22]=3)[C:17]([O:19][CH3:38])=[O:18])=[N:10][C:9]=2[C:23]2[CH:24]=[C:25]3[C:30](=[CH:31][CH:32]=2)[N:29]=[CH:28][CH:27]=[CH:26]3)[CH:5]=[CH:4][CH:3]=1. The yield is 0.970. (5) The reactants are [C:1]([O:5][CH3:6])(=[O:4])[CH:2]=[CH2:3].[N+:7]([CH:9](S(C1C=CC(C)=CC=1)(=O)=O)[CH3:10])#[C-:8].[H-].[Na+].[Cl-].[Na+]. The catalyst is C(OCC)C.CS(C)=O. The product is [CH3:10][C:9]1[NH:7][CH:8]=[C:2]([C:1]([O:5][CH3:6])=[O:4])[CH:3]=1. The yield is 0.652. (6) The reactants are [CH2:1]([N:3]1[C:11]2[C:6](=[CH:7][CH:8]=[C:9]([O:12][CH3:13])[CH:10]=2)[C:5]([C:14](=[O:16])[CH3:15])=[CH:4]1)[CH3:2].[CH2:17]([N:19]1C2C(=CC=C(OC)C=2)C=C1)C.COC(OC)N(C)C.N1CCCC1.Cl.NO. The catalyst is O. The product is [CH2:1]([N:3]1[C:11]2[C:6](=[CH:7][CH:8]=[C:9]([O:12][CH3:13])[CH:10]=2)[C:5]([C:14]2[O:16][N:19]=[CH:17][CH:15]=2)=[CH:4]1)[CH3:2]. The yield is 0.660. (7) The reactants are [CH3:1][C:2]1([CH3:27])[CH2:11][C:10]2[C:5](=[CH:6][CH:7]=[C:8]([C:12]([O:14][CH3:15])=[O:13])[CH:9]=2)[N:4]=[C:3]1[C:16]1[CH:21]=[CH:20][CH:19]=[C:18]([S:22](=[O:26])(=[O:25])[NH:23][CH3:24])[CH:17]=1. The catalyst is CO.O1CCCC1. The product is [CH3:1][C:2]1([CH3:27])[CH2:11][C:10]2[C:5](=[CH:6][CH:7]=[C:8]([C:12]([O:14][CH3:15])=[O:13])[CH:9]=2)[NH:4][CH:3]1[C:16]1[CH:21]=[CH:20][CH:19]=[C:18]([S:22](=[O:26])(=[O:25])[NH:23][CH3:24])[CH:17]=1. The yield is 0.812.